Binary Classification. Given a miRNA mature sequence and a target amino acid sequence, predict their likelihood of interaction. From a dataset of Experimentally validated miRNA-target interactions with 360,000+ pairs, plus equal number of negative samples. (1) The miRNA is hsa-miR-3929 with sequence GAGGCUGAUGUGAGUAGACCACU. The protein sequence of the target gene is MLALISRLLDWFRSLFWKEEMELTLVGLQYSGKTTFVNVIASGQFSEDMIPTVGFNMRKVTKGNVTIKIWDIGGQPRFRSMWERYCRGVNAIVYMIDAADREKIEASRNELHNLLDKPQLQGIPVLVLGNKRDLPNALDEKQLIEKMNLSAIQDREICCYSISCKEKDNIDITLQWLIQHSKSRRS. Result: 1 (interaction). (2) The miRNA is hsa-miR-6820-5p with sequence UGCGGCAGAGCUGGGGUCA. The protein sequence of the target gene is MSEQSICQARASVMVYDDTSKKWVPIKPGQQGFSRINIYHNTASNTFRVVGVKLQDQQVVINYSIVKGLKYNQATPTFHQWRDARQVYGLNFASKEEATTFSNAMLFALNIMNSQEGGPSSQRQVQNGPSPDEMDIQRRQVMEQHQQQRQESLERRTSATGPILPPGHPSSAASAPVSCSGPPPPPPPPVPPPPTGATPPPPPPLPAGGAQGSSHDESSMSGLAAAIAGAKLRRVQRPEDASGGSSPSGTSKSDANRASSGGGGGGLMEEMNKLLAKRRKAASQSDKPAEKKEDESQMED.... Result: 0 (no interaction). (3) The miRNA is hsa-miR-192-5p with sequence CUGACCUAUGAAUUGACAGCC. The protein sequence of the target gene is MTGSAADTHRCPHPKGAKGTRSRSSHARPVSLATSGGSEEEDKDGGVLFHVNKSGFPIDSHTWERMWMHVAKVHPKGGEMVGAIRNAAFLAKPSIPQVPNYRLSMTIPDWLQAIQNYMKTLQYNHTGTQFFEIRKMRPLSGLMETAKEMTRESLPIKCLEAVILGIYLTNGQPSIERFPISFKTYFSGNYFHHVVLGIYCNGRYGSLGMSRRAELMDKPLTFRTLSDLIFDFEDSYKKYLHTVKKVKIGLYVPHEPHSFQPIEWKQLVLNVSKMLRADIRKELEKYARDMRMKILKPASA.... Result: 1 (interaction). (4) Result: 0 (no interaction). The protein sequence of the target gene is MEFAAENEGKSGGGLHSVAEGVRLSPEPGREGVRDLAGAEEFGGGEEGTGLTGIKEIGDGEEGSGQRPEEIPMDLTVVKQEIIDWPGTEGRLAGQWVEQEVEDRPEVKDENAGVLEVKQETDSSLVVKEAKVGEPEVKEEKVKEEVMDWSEVKEEKDNLEIKQEEKFVGQCIKEELMHGECVKEEKDFLKKEIVDDTKVKEEPPINHPVGCKRKLAMSRCETCGTEEAKYRCPRCMRYSCSLPCVKKHKAELTCNGVRDKTAYISIQQFTEMNLLSDYRFLEDVARTADHISRDAFLKRP.... The miRNA is hsa-miR-3940-5p with sequence GUGGGUUGGGGCGGGCUCUG. (5) The miRNA is hsa-miR-20a-5p with sequence UAAAGUGCUUAUAGUGCAGGUAG. The protein sequence of the target gene is MELTQPAEDLIQTQQTPASELGDPEDPGEEAADGSDTVVLSLFPCTPEPVNPEPDASVSSPQAGSSLKHSTTLTNRQRGNEVSALPATLDSLSIHQLAAQGELDQLKEHLRKGDNLVNKPDERGFTPLIWASAFGEIETVRFLLEWGADPHILAKERESALSLASTGGYTDIVGLLLERDVDINIYDWNGGTPLLYAVRGNHVKCVEALLARGADLTTEADSGYTPMDLAVALGYRKVQQVIENHILKLFQSNLVPADPE. Result: 1 (interaction).